Predict the reaction yield, written as a fraction of the theoretical maximum amount of product (1.0 means a 100% yield; for example, 0.34 means a 34% yield). From a dataset of Reaction yield outcomes from USPTO patents with 853,638 reactions. The reactants are [NH2:1][C:2]1[N:6]([C:7]2[CH:12]=[CH:11][C:10]([OH:13])=[CH:9][CH:8]=2)[N:5]=[C:4]([C:14]([CH3:17])([CH3:16])[CH3:15])[CH:3]=1.[CH3:18][N:19]1[CH2:24][CH2:23][N:22]([CH2:25][CH2:26]O)[CH2:21][CH2:20]1.C1(P(C2C=CC=CC=2)C2C=CC=CC=2)C=CC=CC=1.N(C(OC(C)C)=O)=NC(OC(C)C)=O. The catalyst is C1COCC1.C(OCC)C. The product is [C:14]([C:4]1[CH:3]=[C:2]([NH2:1])[N:6]([C:7]2[CH:12]=[CH:11][C:10]([O:13][CH2:26][CH2:25][N:22]3[CH2:23][CH2:24][N:19]([CH3:18])[CH2:20][CH2:21]3)=[CH:9][CH:8]=2)[N:5]=1)([CH3:17])([CH3:16])[CH3:15]. The yield is 0.150.